Predict the product of the given reaction. From a dataset of Forward reaction prediction with 1.9M reactions from USPTO patents (1976-2016). (1) Given the reactants [C:1]([O:4][CH2:5][CH2:6][O:7][C:8]1[CH:13]=[CH:12][C:11]([C:14]([N:16]2[C:22]3[CH:23]=[CH:24][CH:25]=[CH:26][C:21]=3[CH2:20][N:19]([CH2:27][C:28](=[O:34])[NH:29][CH:30]([CH3:33])[CH2:31]O)[C:18](=[O:35])[CH2:17]2)=[O:15])=[C:10]([Cl:36])[CH:9]=1)(=[O:3])[CH3:2].C(N(C(C)C)CC)(C)C.CS(Cl)(=O)=O.[OH-].[Na+], predict the reaction product. The product is: [C:1]([O:4][CH2:5][CH2:6][O:7][C:8]1[CH:13]=[CH:12][C:11]([C:14]([N:16]2[C:22]3[CH:23]=[CH:24][CH:25]=[CH:26][C:21]=3[CH2:20][N:19]([CH2:27][C:28]3[O:34][CH2:33][CH:30]([CH3:31])[N:29]=3)[C:18](=[O:35])[CH2:17]2)=[O:15])=[C:10]([Cl:36])[CH:9]=1)(=[O:3])[CH3:2]. (2) Given the reactants F[C:2]1[C:7]([C:8]([OH:10])=[O:9])=[CH:6][C:5]([CH3:11])=[N:4][CH:3]=1.[F:12][C:13]1[CH:19]=[C:18]([I:20])[CH:17]=[CH:16][C:14]=1[NH2:15].C[Si]([N-][Si](C)(C)C)(C)C.[Li+], predict the reaction product. The product is: [F:12][C:13]1[CH:19]=[C:18]([I:20])[CH:17]=[CH:16][C:14]=1[NH:15][C:2]1[C:7]([C:8]([OH:10])=[O:9])=[CH:6][C:5]([CH3:11])=[N:4][CH:3]=1. (3) Given the reactants [CH2:1]([CH:8]1[C:17]2[C:12](=[CH:13][CH:14]=[C:15]([O:18]C)[CH:16]=2)[CH2:11][CH2:10][CH:9]1[NH2:20])[C:2]1[CH:7]=[CH:6][CH:5]=[CH:4][CH:3]=1.B(Br)(Br)Br, predict the reaction product. The product is: [NH2:20][CH:9]1[CH:8]([CH2:1][C:2]2[CH:3]=[CH:4][CH:5]=[CH:6][CH:7]=2)[C:17]2[CH:16]=[C:15]([OH:18])[CH:14]=[CH:13][C:12]=2[CH2:11][CH2:10]1.